Dataset: Reaction yield outcomes from USPTO patents with 853,638 reactions. Task: Predict the reaction yield, written as a fraction of the theoretical maximum amount of product (1.0 means a 100% yield; for example, 0.34 means a 34% yield). (1) The reactants are [Br:1][C:2]1[CH:3]=[CH:4][CH:5]=[C:6]2[C:11]=1[NH:10][C:9](=O)[N:8]([CH:13]1[CH2:15][CH2:14]1)[C:7]2=[O:16].O=P(Cl)(Cl)[Cl:19].CCN(C(C)C)C(C)C. No catalyst specified. The product is [Br:1][C:2]1[CH:3]=[CH:4][CH:5]=[C:6]2[C:11]=1[N:10]=[C:9]([Cl:19])[N:8]([CH:13]1[CH2:15][CH2:14]1)[C:7]2=[O:16]. The yield is 0.850. (2) The reactants are [F:1][C:2]1[CH:7]=[CH:6][C:5]([S:8]([NH:11][C:12]2[C:17]([C:18]([OH:20])=[O:19])=[C:16](C)[C:15](C=C)=C[CH:13]=2)(=[O:10])=[O:9])=[CH:4][CH:3]=1.C[N+]1([O-])CC[O:28]CC1.C([O-])(O)=O.[Na+].[CH2:37]1[CH2:41][O:40][CH2:39][CH2:38]1. The catalyst is O.O=[Os](=O)(=O)=O. The product is [OH:28][CH:37]([C:38]1[C:16]([CH3:15])=[C:17]([C:12]([NH:11][S:8]([C:5]2[CH:6]=[CH:7][C:2]([F:1])=[CH:3][CH:4]=2)(=[O:10])=[O:9])=[CH:13][CH:39]=1)[C:18]([OH:20])=[O:19])[CH2:41][OH:40]. The yield is 0.435. (3) The reactants are [CH2:1]([O:8][C:9](=[O:34])[NH:10][C@@H:11]1[C:14](=[O:15])[N:13](CC2C=CC(OC)=CC=2OC)[C@@H:12]1[CH2:27][N:28]1C(C)=N[NH:30][NH:29]1)[C:2]1[CH:7]=[CH:6][CH:5]=[CH:4][CH:3]=1.OP([O-])([O-])=O.[K+].[K+].[C:42](#[N:44])[CH3:43].O. No catalyst specified. The product is [CH2:1]([O:8][C:9](=[O:34])[NH:10][C@@H:11]1[C:14](=[O:15])[NH:13][C@@H:12]1[CH2:27][N:28]1[N:29]=[N:30][C:42]([CH3:43])=[N:44]1)[C:2]1[CH:3]=[CH:4][CH:5]=[CH:6][CH:7]=1. The yield is 0.810. (4) The yield is 0.500. The product is [F:33][C:34]([F:39])([F:38])[C:35]([OH:37])=[O:36].[C:20]1([NH:19][C:16]2[CH:17]=[C:18]3[C:13]([C:12](=[O:30])[N:11]4[CH2:31][CH2:32][NH:8][CH2:9][C@H:10]43)=[C:14]([C:26]([F:28])([F:29])[F:27])[CH:15]=2)[CH:21]=[CH:22][CH:23]=[CH:24][CH:25]=1. The reactants are C(OC([N:8]1[CH2:32][CH2:31][N:11]2[C:12](=[O:30])[C:13]3[C:18]([C@@H:10]2[CH2:9]1)=[CH:17][C:16]([NH:19][C:20]1[CH:25]=[CH:24][CH:23]=[CH:22][CH:21]=1)=[CH:15][C:14]=3[C:26]([F:29])([F:28])[F:27])=O)(C)(C)C.[F:33][C:34]([F:39])([F:38])[C:35]([OH:37])=[O:36]. No catalyst specified. (5) The reactants are [N+:1]([C:4]1[CH:5]=[C:6](O)[CH:7]=[CH:8][CH:9]=1)([O-:3])=[O:2].ClC[C:13]1[O:17][C:16]([C:18]([O:20][CH3:21])=[O:19])=[CH:15][CH:14]=1.[C:22]([O-])([O-])=[O:23].[K+].[K+]. The catalyst is CC(C)=O.O. The product is [N+:1]([C:4]1[CH:5]=[CH:6][C:7]([O:23][CH2:22][C:14]2[CH:15]=[C:16]([C:18]([O:20][CH3:21])=[O:19])[O:17][CH:13]=2)=[CH:8][CH:9]=1)([O-:3])=[O:2]. The yield is 0.900. (6) The reactants are [CH2:1]([OH:11])[CH2:2][CH2:3][CH2:4][CH2:5][CH2:6][CH2:7][CH2:8][CH2:9][OH:10].[OH-].[Na+].S(OC)(O[CH3:18])(=O)=O. The catalyst is CS(C)=O.O. The product is [CH3:18][O:11][CH2:1][CH2:2][CH2:3][CH2:4][CH2:5][CH2:6][CH2:7][CH2:8][CH2:9][OH:10]. The yield is 0.219. (7) The reactants are O1CCCC1.C1([Li])C=CC=CC=1.[Br-].[OH:14][CH2:15][C:16]1[CH:41]=[CH:40][C:19]([CH2:20][P+](C2C=CC=CC=2)(C2C=CC=CC=2)C2C=CC=CC=2)=[CH:18][CH:17]=1.[CH2:42]([N:46]([CH2:55][CH2:56][CH2:57][CH3:58])[C:47]1[CH:54]=[CH:53][C:50]([CH:51]=O)=[CH:49][CH:48]=1)[CH2:43][CH2:44][CH3:45]. The catalyst is C1(C)C=CC=CC=1.O. The product is [CH2:42]([N:46]([CH2:55][CH2:56][CH2:57][CH3:58])[C:47]1[CH:48]=[CH:49][C:50]([CH:51]=[CH:20][C:19]2[CH:18]=[CH:17][C:16]([CH2:15][OH:14])=[CH:41][CH:40]=2)=[CH:53][CH:54]=1)[CH2:43][CH2:44][CH3:45]. The yield is 0.855. (8) The reactants are [Br:1][CH2:2][CH2:3][O:4][C:5]1[CH:10]=[CH:9][C:8]([CH2:11][C:12]([O:14]C)=[O:13])=[CH:7][CH:6]=1.CO.[OH-].[Na+]. The catalyst is O. The product is [Br:1][CH2:2][CH2:3][O:4][C:5]1[CH:10]=[CH:9][C:8]([CH2:11][C:12]([OH:14])=[O:13])=[CH:7][CH:6]=1. The yield is 0.970. (9) The reactants are [Cl:1][C:2]1[CH:3]=[C:4]2[C:9](=[CH:10][CH:11]=1)[CH:8]=[N:7][CH:6]=[CH:5]2.ClC1C=C(C=CC=1)C(OO)=[O:17]. The catalyst is ClCCl. The product is [Cl:1][C:2]1[CH:3]=[C:4]2[C:9](=[CH:10][CH:11]=1)[CH:8]=[N+:7]([O-:17])[CH:6]=[CH:5]2. The yield is 0.960.